This data is from Forward reaction prediction with 1.9M reactions from USPTO patents (1976-2016). The task is: Predict the product of the given reaction. (1) Given the reactants [CH:1]1([C:7]([CH:9]([C:13]2[CH:18]=[CH:17][CH:16]=[CH:15][CH:14]=2)[CH2:10][CH:11]=O)=[O:8])[CH2:6][CH2:5][CH2:4][CH2:3][CH2:2]1.[CH3:19][O:20][C:21]1[CH:26]=[CH:25][CH:24]=[CH:23][C:22]=1[N:27]1[CH2:32][CH2:31][NH:30][CH2:29][CH2:28]1.[Na], predict the reaction product. The product is: [CH3:19][O:20][C:21]1[CH:26]=[CH:25][CH:24]=[CH:23][C:22]=1[N:27]1[CH2:32][CH2:31][N:30]([CH2:11][CH2:10][CH:9]([C:7]([CH:1]2[CH2:6][CH2:5][CH2:4][CH2:3][CH2:2]2)=[O:8])[C:13]2[CH:18]=[CH:17][CH:16]=[CH:15][CH:14]=2)[CH2:29][CH2:28]1. (2) Given the reactants [C:1]([O:5][C:6](=[O:36])[NH:7][CH:8]([CH:27]1[CH2:31][CH:30]([CH:32]([CH3:34])[CH3:33])[C:29](=[O:35])[O:28]1)[CH2:9][CH:10]([CH2:14][C:15]1[CH:20]=[CH:19][N:18]=[C:17]([CH2:21][CH2:22][CH2:23][CH2:24][O:25][CH3:26])[CH:16]=1)[CH:11]([CH3:13])[CH3:12])([CH3:4])([CH3:3])[CH3:2].[O:37]1[CH2:42][CH2:41][CH:40]([NH2:43])[CH2:39][CH2:38]1, predict the reaction product. The product is: [C:1]([O:5][C:6](=[O:36])[NH:7][CH:8]([CH2:9][CH:10]([CH2:14][C:15]1[CH:20]=[CH:19][N:18]=[C:17]([CH2:21][CH2:22][CH2:23][CH2:24][O:25][CH3:26])[CH:16]=1)[CH:11]([CH3:13])[CH3:12])[CH:27]([OH:28])[CH2:31][CH:30]([C:29](=[O:35])[NH:43][CH:40]1[CH2:41][CH2:42][O:37][CH2:38][CH2:39]1)[CH:32]([CH3:33])[CH3:34])([CH3:3])([CH3:4])[CH3:2]. (3) Given the reactants [CH3:1][C:2]1[C:3](=[S:8])[NH:4][CH:5]=[CH:6][CH:7]=1.Br[C:10]1[CH:11]=[C:12]([O:18][C:19]2[C:20]([CH3:25])=[N:21][CH:22]=[CH:23][CH:24]=2)[C:13]([C:16]#[N:17])=[N:14][CH:15]=1.[H-].[Na+].O, predict the reaction product. The product is: [CH3:1][C:2]1[C:3]([S:8][C:10]2[CH:11]=[C:12]([O:18][C:19]3[C:20]([CH3:25])=[N:21][CH:22]=[CH:23][CH:24]=3)[C:13]([C:16]#[N:17])=[N:14][CH:15]=2)=[N:4][CH:5]=[CH:6][CH:7]=1. (4) Given the reactants [CH3:1][O:2][C:3](=[O:18])[CH:4]([C:11]1[CH:16]=[CH:15][C:14](I)=[CH:13][CH:12]=1)[CH2:5][CH:6]1[CH2:10][CH2:9][CH2:8][CH2:7]1.[CH3:19][C:20]([OH:25])([CH2:23][CH3:24])[C:21]#[CH:22], predict the reaction product. The product is: [CH3:1][O:2][C:3](=[O:18])[CH:4]([C:11]1[CH:16]=[CH:15][C:14]([C:22]#[C:21][C:20]([OH:25])([CH3:19])[CH2:23][CH3:24])=[CH:13][CH:12]=1)[CH2:5][CH:6]1[CH2:10][CH2:9][CH2:8][CH2:7]1. (5) Given the reactants [O:1]=[C:2]1[CH2:7][NH:6][CH2:5][CH2:4][N:3]1[C@@H:8]1[CH2:17][CH2:16][C:15]2[CH:14]=[C:13]([C:18]#[N:19])[CH:12]=[CH:11][C:10]=2[CH2:9]1.O=[C:21]1[CH2:30][CH2:29][C:28]2[CH:27]=[C:26]([C:31]#[N:32])[CH:25]=[CH:24][C:23]=2[CH2:22]1, predict the reaction product. The product is: [O:1]=[C:2]1[CH2:7][N:6]([CH:21]2[CH2:30][CH2:29][C:28]3[CH:27]=[C:26]([C:31]#[N:32])[CH:25]=[CH:24][C:23]=3[CH2:22]2)[CH2:5][CH2:4][N:3]1[C@@H:8]1[CH2:17][CH2:16][C:15]2[CH:14]=[C:13]([C:18]#[N:19])[CH:12]=[CH:11][C:10]=2[CH2:9]1. (6) Given the reactants [OH:1][C:2]1[CH:7]=[CH:6][CH:5]=[CH:4][C:3]=1[C:8]1[N:12]=[C:11]([C:13]2[CH:18]=[CH:17][CH:16]=[CH:15][C:14]=2[OH:19])[N:10]([CH2:20][C:21](OCC)=[O:22])[N:9]=1.[NH2:26][CH2:27][CH:28]([OH:31])[CH2:29][OH:30], predict the reaction product. The product is: [OH:1][C:2]1[CH:7]=[CH:6][CH:5]=[CH:4][C:3]=1[C:8]1[N:12]=[C:11]([C:13]2[CH:18]=[CH:17][CH:16]=[CH:15][C:14]=2[OH:19])[N:10]([CH2:20][C:21]([NH:26][CH2:27][CH:28]([OH:31])[CH2:29][OH:30])=[O:22])[N:9]=1. (7) Given the reactants C(OC([C:6]1[C:7]([C:17]([F:20])([F:19])[F:18])=[N:8][N:9]2[CH:14]=[CH:13][CH:12]=[C:11]([CH2:15][OH:16])[C:10]=12)=O)C.[OH-].[K+], predict the reaction product. The product is: [OH:16][CH2:15][C:11]1[C:10]2[N:9]([N:8]=[C:7]([C:17]([F:20])([F:19])[F:18])[CH:6]=2)[CH:14]=[CH:13][CH:12]=1.